From a dataset of Forward reaction prediction with 1.9M reactions from USPTO patents (1976-2016). Predict the product of the given reaction. (1) The product is: [C:1]([O:5][C:6]([N:8]([CH2:25][C:26]([F:29])([F:28])[F:27])[C:9]1[CH:14]=[C:13]([C:15]2[O:16][CH:17]=[C:18]([C:20]([OH:22])=[O:21])[N:19]=2)[CH:12]=[CH:11][N:10]=1)=[O:7])([CH3:4])([CH3:2])[CH3:3]. Given the reactants [C:1]([O:5][C:6]([N:8]([CH2:25][C:26]([F:29])([F:28])[F:27])[C:9]1[CH:14]=[C:13]([C:15]2[O:16][CH:17]=[C:18]([C:20]([O:22]CC)=[O:21])[N:19]=2)[CH:12]=[CH:11][N:10]=1)=[O:7])([CH3:4])([CH3:3])[CH3:2].[OH-].[Na+].Cl, predict the reaction product. (2) Given the reactants [C:1]([N:4]1[C:13]2[C:8](=[CH:9][C:10]([C:14]([OH:16])=O)=[CH:11][CH:12]=2)[C@H:7]([NH:17][C:18]2[CH:23]=[CH:22][CH:21]=[C:20]([CH3:24])[N:19]=2)[C@@H:6]([CH3:25])[C@@H:5]1[CH:26]1[CH2:28][CH2:27]1)(=[O:3])[CH3:2].CN(C(O[N:37]1N=N[C:39]2C=CC=N[C:38]1=2)=[N+](C)C)C.F[P-](F)(F)(F)(F)F.C(N)C.CCN(C(C)C)C(C)C, predict the reaction product. The product is: [C:1]([N:4]1[C:13]2[C:8](=[CH:9][C:10]([C:14]([NH:37][CH2:38][CH3:39])=[O:16])=[CH:11][CH:12]=2)[C@H:7]([NH:17][C:18]2[CH:23]=[CH:22][CH:21]=[C:20]([CH3:24])[N:19]=2)[C@@H:6]([CH3:25])[C@@H:5]1[CH:26]1[CH2:27][CH2:28]1)(=[O:3])[CH3:2]. (3) The product is: [CH3:16][O:17][C:18]1[CH:25]=[C:24]([O:26][CH3:27])[CH:23]=[CH:22][C:19]=1[CH2:20][N:21]=[C:12]1[C:6]2[CH:5]=[CH:4][C:3]([N:2]([CH3:15])[CH3:1])=[CH:14][C:7]=2[CH2:8][CH2:9][CH2:10][CH2:11]1. Given the reactants [CH3:1][N:2]([CH3:15])[C:3]1[CH:4]=[CH:5][C:6]2[C:12](=O)[CH2:11][CH2:10][CH2:9][CH2:8][C:7]=2[CH:14]=1.[CH3:16][O:17][C:18]1[CH:25]=[C:24]([O:26][CH3:27])[CH:23]=[CH:22][C:19]=1[CH2:20][NH2:21].CCN(CC)CC, predict the reaction product. (4) Given the reactants [C:1]([O:5][C:6]([N:8]1[CH2:14][CH2:13][CH2:12][O:11][CH:10]([C:15]([OH:17])=O)[CH2:9]1)=[O:7])([CH3:4])([CH3:3])[CH3:2].[NH2:18][C@H:19]([C:35]#[N:36])[CH2:20][C:21]1[CH:26]=[CH:25][C:24]([C:27]2[CH:32]=[CH:31][C:30]([C:33]#[N:34])=[CH:29][CH:28]=2)=[CH:23][CH:22]=1.C(P1(=O)OP(CCC)(=O)OP(CCC)(=O)O1)CC, predict the reaction product. The product is: [C:35]([C@@H:19]([NH:18][C:15]([CH:10]1[CH2:9][N:8]([C:6]([O:5][C:1]([CH3:2])([CH3:3])[CH3:4])=[O:7])[CH2:14][CH2:13][CH2:12][O:11]1)=[O:17])[CH2:20][C:21]1[CH:26]=[CH:25][C:24]([C:27]2[CH:32]=[CH:31][C:30]([C:33]#[N:34])=[CH:29][CH:28]=2)=[CH:23][CH:22]=1)#[N:36]. (5) Given the reactants [C:1]1([S:7]([N:10]2[C:18]3[C:13](=[CH:14][C:15]([CH2:19][OH:20])=[CH:16][CH:17]=3)[CH:12]=[C:11]2[C:21]2[CH:26]=[CH:25][CH:24]=[CH:23][CH:22]=2)(=[O:9])=[O:8])[CH:6]=[CH:5][CH:4]=[CH:3][CH:2]=1.N1C=CN=C1.Cl[Si:33]([CH:40]([CH3:42])[CH3:41])([CH:37]([CH3:39])[CH3:38])[CH:34]([CH3:36])[CH3:35].O, predict the reaction product. The product is: [C:1]1([S:7]([N:10]2[C:18]3[C:13](=[CH:14][C:15]([CH2:19][O:20][Si:33]([CH:40]([CH3:42])[CH3:41])([CH:37]([CH3:39])[CH3:38])[CH:34]([CH3:36])[CH3:35])=[CH:16][CH:17]=3)[CH:12]=[C:11]2[C:21]2[CH:22]=[CH:23][CH:24]=[CH:25][CH:26]=2)(=[O:8])=[O:9])[CH:6]=[CH:5][CH:4]=[CH:3][CH:2]=1. (6) Given the reactants [CH3:1][CH:2]([C:4]1[CH:13]=[CH:12][C:7]([C:8](OC)=[O:9])=[CH:6][CH:5]=1)[CH3:3].O.[NH2:15][NH2:16].C1(C)C=CC=CC=1.C(=O)([O-])O.[Na+], predict the reaction product. The product is: [CH3:1][CH:2]([C:4]1[CH:13]=[CH:12][C:7]([C:8]([NH:15][NH2:16])=[O:9])=[CH:6][CH:5]=1)[CH3:3]. (7) Given the reactants F[C:2]1[CH:8]=[CH:7][C:6]([N+:9]([O-:11])=[O:10])=[CH:5][C:3]=1[NH2:4].[CH2:12]([NH2:17])[C:13]([CH3:16])([CH3:15])[CH3:14].[N:18]([O-])=O.[Na+].[OH-].[Na+], predict the reaction product. The product is: [CH3:14][C:13]([CH3:16])([CH3:15])[CH2:12][N:17]1[C:2]2[CH:8]=[CH:7][C:6]([N+:9]([O-:11])=[O:10])=[CH:5][C:3]=2[N:4]=[N:18]1. (8) Given the reactants [O:1]1[C:5]2[CH:6]=[CH:7][C:8]([C:10]3([C:13]([NH:15][C:16]4[CH:17]=[C:18]5[C:22](=[CH:23][C:24]=4[F:25])[NH:21][CH:20]([C:26]([CH3:29])([CH3:28])[CH3:27])[CH2:19]5)=[O:14])[CH2:12][CH2:11]3)=[CH:9][C:4]=2[O:3][CH2:2]1.[O:30]1[CH2:35][CH2:34][CH2:33][CH:32]([CH:36]=O)[CH2:31]1.[BH-](OC(C)=O)(OC(C)=O)OC(C)=O.[Na+], predict the reaction product. The product is: [O:1]1[C:5]2[CH:6]=[CH:7][C:8]([C:10]3([C:13]([NH:15][C:16]4[CH:17]=[C:18]5[C:22](=[CH:23][C:24]=4[F:25])[N:21]([CH2:36][CH:32]4[CH2:33][CH2:34][CH2:35][O:30][CH2:31]4)[CH:20]([C:26]([CH3:29])([CH3:28])[CH3:27])[CH2:19]5)=[O:14])[CH2:12][CH2:11]3)=[CH:9][C:4]=2[O:3][CH2:2]1. (9) Given the reactants [C:1]([O:6][CH2:7][CH:8]1[O:10][CH2:9]1)(=[O:5])[C:2]([CH3:4])=[CH2:3].[C:11]([O:16][CH2:17][C:18]1[CH:23]=[CH:22][CH:21]=[CH:20][CH:19]=1)(=[O:15])[C:12]([CH3:14])=[CH2:13].C(C(C)=O)C(C)C.N(C(C)(CC)C([O-])=O)=NC(C)(CC)C([O-])=O, predict the reaction product. The product is: [C:1]([O:6][CH:7]([CH3:11])[CH2:8][O:10][CH3:9])(=[O:5])[CH3:2].[C:1]([O:6][CH2:7][CH:8]1[O:10][CH2:9]1)(=[O:5])[C:2]([CH3:4])=[CH2:3].[C:11]([O:16][CH2:17][C:18]1[CH:19]=[CH:20][CH:21]=[CH:22][CH:23]=1)(=[O:15])[C:12]([CH3:14])=[CH2:13].